From a dataset of Full USPTO retrosynthesis dataset with 1.9M reactions from patents (1976-2016). Predict the reactants needed to synthesize the given product. (1) Given the product [Br:3][C:4]1[C:8]([C:9]2[CH:10]=[CH:11][C:12]3[O:17][CH2:16][CH2:15][CH2:14][C:13]=3[CH:18]=2)=[C:7]([CH:19]([OH:24])[C:20]([O:22][CH3:23])=[O:21])[N:6]([CH3:25])[N:5]=1, predict the reactants needed to synthesize it. The reactants are: [BH4-].[Na+].[Br:3][C:4]1[C:8]([C:9]2[CH:10]=[CH:11][C:12]3[O:17][CH2:16][CH2:15][CH2:14][C:13]=3[CH:18]=2)=[C:7]([C:19](=[O:24])[C:20]([O:22][CH3:23])=[O:21])[N:6]([CH3:25])[N:5]=1.O. (2) Given the product [S:2]([OH:5])(=[O:4])(=[O:3])[CH3:1].[NH2:6][C:7]1[C:16]([C:17]([NH:19][C:20]2[CH:21]=[N:22][CH:23]=[C:24]([F:39])[C:25]=2[N:26]2[CH2:27][CH2:28][CH:29]([C:32]([OH:34])=[O:33])[CH2:30][CH2:31]2)=[O:18])=[C:10]2[N:11]=[CH:12][C:13]([F:15])=[CH:14][N:9]2[N:8]=1, predict the reactants needed to synthesize it. The reactants are: [CH3:1][S:2]([OH:5])(=[O:4])=[O:3].[NH2:6][C:7]1[C:16]([C:17]([NH:19][C:20]2[CH:21]=[N:22][CH:23]=[C:24]([F:39])[C:25]=2[N:26]2[CH2:31][CH2:30][CH:29]([C:32]([O:34]C(C)(C)C)=[O:33])[CH2:28][CH2:27]2)=[O:18])=[C:10]2[N:11]=[CH:12][C:13]([F:15])=[CH:14][N:9]2[N:8]=1. (3) The reactants are: I[C:2]1[CH:7]=[CH:6][C:5]([CH2:8][N:9]2[C:14]3[N:15]=[CH:16][CH:17]=[CH:18][C:13]=3[C:12]3=[N:19][N:20]([CH:23]4[CH2:28][CH2:27][CH2:26][O:25][CH2:24]4)[C:21](=[O:22])[C:11]3=[N:10]2)=[CH:4][CH:3]=1.[CH3:29][C:30]1[CH:35]=[CH:34][C:33](B(O)O)=[CH:32][N:31]=1.C(=O)([O-])[O-].[Cs+].[Cs+].C(=O)(O)[O-].[Na+]. Given the product [CH3:29][C:30]1[N:31]=[CH:32][C:33]([C:2]2[CH:7]=[CH:6][C:5]([CH2:8][N:9]3[C:14]4[N:15]=[CH:16][CH:17]=[CH:18][C:13]=4[C:12]4=[N:19][N:20]([CH:23]5[CH2:28][CH2:27][CH2:26][O:25][CH2:24]5)[C:21](=[O:22])[C:11]4=[N:10]3)=[CH:4][CH:3]=2)=[CH:34][CH:35]=1, predict the reactants needed to synthesize it. (4) The reactants are: Cl[C:2]1[N:7]=[C:6]([C:8]2[CH:9]=[C:10]3[C:15](=[O:16])[NH:14][CH2:13][CH2:12][N:11]3[CH:17]=2)[CH:5]=[CH:4][N:3]=1.[NH2:18][C:19]1[CH:20]=[C:21](B(O)O)[CH:22]=[CH:23][C:24]=1[O:25][CH3:26].C(=O)([O-])[O-].[Cs+].[Cs+].O1CCOCC1.O. Given the product [NH2:18][C:19]1[CH:20]=[C:21]([C:2]2[N:7]=[C:6]([C:8]3[CH:9]=[C:10]4[C:15](=[O:16])[NH:14][CH2:13][CH2:12][N:11]4[CH:17]=3)[CH:5]=[CH:4][N:3]=2)[CH:22]=[CH:23][C:24]=1[O:25][CH3:26], predict the reactants needed to synthesize it. (5) Given the product [NH2:20][C:16]1[N:15]=[C:14]([N:7]2[C:6]3[CH:21]=[C:2]([Br:1])[CH:3]=[CH:4][C:5]=3[N:9]=[C:8]2[NH:32][CH2:31][CH2:30][O:29][CH3:28])[CH:19]=[CH:18][N:17]=1, predict the reactants needed to synthesize it. The reactants are: [Br:1][C:2]1[CH:3]=[CH:4][C:5]2[N:9]=[C:8](C(Cl)(Cl)Cl)[N:7]([C:14]3[CH:19]=[CH:18][N:17]=[C:16]([NH2:20])[N:15]=3)[C:6]=2[CH:21]=1.C(=O)([O-])[O-].[Cs+].[Cs+].[CH3:28][O:29][CH2:30][CH2:31][NH2:32]. (6) Given the product [Si:1]([O:8][CH2:9][C:10]1([CH3:38])[S:16][CH2:15][CH2:14][N:13]2[C:17]([C:20]3([C:23]4[CH:24]=[CH:25][C:26]([C:40]5[CH:41]=[CH:42][C:43]([C:46]#[N:47])=[N:44][CH:45]=5)=[CH:27][CH:28]=4)[CH2:22][CH2:21]3)=[N:18][N:19]=[C:12]2[CH2:11]1)([C:4]([CH3:7])([CH3:5])[CH3:6])([CH3:2])[CH3:3], predict the reactants needed to synthesize it. The reactants are: [Si:1]([O:8][CH2:9][C:10]1([CH3:38])[S:16][CH2:15][CH2:14][N:13]2[C:17]([C:20]3([C:23]4[CH:28]=[CH:27][C:26](B5OC(C)(C)C(C)(C)O5)=[CH:25][CH:24]=4)[CH2:22][CH2:21]3)=[N:18][N:19]=[C:12]2[CH2:11]1)([C:4]([CH3:7])([CH3:6])[CH3:5])([CH3:3])[CH3:2].Br[C:40]1[CH:41]=[CH:42][C:43]([C:46]#[N:47])=[N:44][CH:45]=1.C(=O)([O-])[O-].[K+].[K+].C(=O)([O-])O.[Na+]. (7) The reactants are: [Cl:1][C:2]1[CH:7]=[CH:6][C:5]([C:8]([CH3:13])([CH3:12])[C:9]([OH:11])=O)=[CH:4][CH:3]=1.[NH2:14][CH2:15][CH2:16][CH2:17][N:18]1[CH2:23][CH2:22][CH:21]([C:24]2[CH:25]=[C:26]([NH:31][C:32](=[O:36])[CH:33]([CH3:35])[CH3:34])[CH:27]=[CH:28][C:29]=2[CH3:30])[CH2:20][CH2:19]1. Given the product [Cl:1][C:2]1[CH:3]=[CH:4][C:5]([C:8]([CH3:13])([CH3:12])[C:9]([NH:14][CH2:15][CH2:16][CH2:17][N:18]2[CH2:23][CH2:22][CH:21]([C:24]3[CH:25]=[C:26]([NH:31][C:32](=[O:36])[CH:33]([CH3:35])[CH3:34])[CH:27]=[CH:28][C:29]=3[CH3:30])[CH2:20][CH2:19]2)=[O:11])=[CH:6][CH:7]=1, predict the reactants needed to synthesize it. (8) Given the product [CH2:1]([N:3]1[CH:11]=[C:10]2[C:5]([CH:6]=[C:7]([C:13]([O:15][CH3:16])=[O:14])[CH:8]=[C:9]2[O:12][C:18]2[CH:23]=[CH:22][C:21]([S:24]([CH3:27])(=[O:26])=[O:25])=[CH:20][CH:19]=2)=[N:4]1)[CH3:2], predict the reactants needed to synthesize it. The reactants are: [CH2:1]([N:3]1[CH:11]=[C:10]2[C:5]([CH:6]=[C:7]([C:13]([O:15][CH3:16])=[O:14])[CH:8]=[C:9]2[OH:12])=[N:4]1)[CH3:2].F[C:18]1[CH:23]=[CH:22][C:21]([S:24]([CH3:27])(=[O:26])=[O:25])=[CH:20][CH:19]=1.C(=O)([O-])[O-].[Cs+].[Cs+]. (9) Given the product [F:47][C:48]1[CH:55]=[CH:54][C:51]([CH2:52][NH:53][C:8]([C:4]2[S:3][C:2]([Br:1])=[N:6][C:5]=2[CH3:7])=[O:10])=[CH:50][CH:49]=1, predict the reactants needed to synthesize it. The reactants are: [Br:1][C:2]1[S:3][C:4]([C:8]([OH:10])=O)=[C:5]([CH3:7])[N:6]=1.C(N(C(C)C)CC)(C)C.F[P-](F)(F)(F)(F)F.N1(O[P+](N(C)C)(N(C)C)N(C)C)C2C=CC=CC=2N=N1.[F:47][C:48]1[CH:55]=[CH:54][C:51]([CH2:52][NH2:53])=[CH:50][CH:49]=1. (10) Given the product [CH3:32][N:33]([C@@H:34]([C:36]1[O:37][C:38]2[CH:45]=[CH:44][CH:43]=[CH:42][C:39]=2[C:40]=1[CH3:41])[CH3:35])[C:19](=[O:21])/[CH:18]=[CH:17]/[C:15]1[CH:14]=[N:13][C:11]2[NH:12][C:6](=[O:5])[CH2:7][CH2:8][NH:9][C:10]=2[CH:16]=1, predict the reactants needed to synthesize it. The reactants are: C(Cl)CCl.[O:5]=[C:6]1[NH:12][C:11]2[N:13]=[CH:14][C:15](/[CH:17]=[CH:18]/[C:19]([OH:21])=O)=[CH:16][C:10]=2[NH:9][CH2:8][CH2:7]1.C1C=CC2N(O)N=NC=2C=1.[CH3:32][NH:33][C@@H:34]([C:36]1[O:37][C:38]2[CH:45]=[CH:44][CH:43]=[CH:42][C:39]=2[C:40]=1[CH3:41])[CH3:35].C(N(C(C)C)C(C)C)C.